Dataset: Full USPTO retrosynthesis dataset with 1.9M reactions from patents (1976-2016). Task: Predict the reactants needed to synthesize the given product. Given the product [Br:1][C:2]1[CH:3]=[C:4]2[C:8]([CH2:7][C:6](=[O:21])[C:5]2=[N:17][OH:16])=[CH:9][CH:10]=1, predict the reactants needed to synthesize it. The reactants are: [Br:1][C:2]1[CH:3]=[C:4]2[C:8](=[CH:9][CH:10]=1)[C:7](=O)[CH2:6][CH2:5]2.C([O:16][N:17]=O)(C)(C)C.C([OH:21])C.